This data is from Retrosynthesis with 50K atom-mapped reactions and 10 reaction types from USPTO. The task is: Predict the reactants needed to synthesize the given product. Given the product CC(C)(C)OC(=O)NC[C@@H]1CCCCN1C(=O)c1nc(C2CC2)sc1-c1ccccc1F, predict the reactants needed to synthesize it. The reactants are: CC(C)(C)OC(=O)NC[C@@H]1CCCCN1.O=C(O)c1nc(C2CC2)sc1-c1ccccc1F.